Dataset: Forward reaction prediction with 1.9M reactions from USPTO patents (1976-2016). Task: Predict the product of the given reaction. Given the reactants [CH2:1]([N:8]1[C:16]2[C:11](=[CH:12][C:13]([NH:18][C:19]3[N:28]=[CH:27][C:26]([CH:29]4[CH2:31][CH2:30]4)=[CH:25][C:20]=3[C:21]([O:23]C)=[O:22])=[CH:14][C:15]=2[CH3:17])[CH:10]=[CH:9]1)[C:2]1[CH:7]=[CH:6][CH:5]=[CH:4][CH:3]=1.[OH-].[Na+].Cl.C(OCC)(=O)C, predict the reaction product. The product is: [CH2:1]([N:8]1[C:16]2[C:11](=[CH:12][C:13]([NH:18][C:19]3[N:28]=[CH:27][C:26]([CH:29]4[CH2:30][CH2:31]4)=[CH:25][C:20]=3[C:21]([OH:23])=[O:22])=[CH:14][C:15]=2[CH3:17])[CH:10]=[CH:9]1)[C:2]1[CH:3]=[CH:4][CH:5]=[CH:6][CH:7]=1.